Task: Binary Classification. Given a miRNA mature sequence and a target amino acid sequence, predict their likelihood of interaction.. Dataset: Experimentally validated miRNA-target interactions with 360,000+ pairs, plus equal number of negative samples (1) The miRNA is dre-miR-9-5p with sequence UCUUUGGUUAUCUAGCUGUAUGA. The protein sequence of the target gene is MWGRFLAPEASGRDSPGGARSFPAGPDYSSAWLPANESLWQATTVPSNHRNNHIRRHSIASDSGDTGIGTSCSDSVEDHSTSSGTLSFKPSQSLITLPTAHVMPSNSSASISKLRESLTPDGSKWSTSLMQTLGNHSRGEQDSSLDMKDFRPLRKWSSLSKLTAPDNCGQGGTVCREESRNGLEKIGKAKALTSQLRTIGPSCLHDSMEMLRLEDKEINKKRSSTLDCKYKFESCSKEDFRASSSTLRRQPVDMTYSALPESKPIMTSSEAFEPPKYLMLGQQAVGGVPIQPSVRTQMWL.... Result: 0 (no interaction). (2) The miRNA is hsa-miR-302b-5p with sequence ACUUUAACAUGGAAGUGCUUUC. The protein sequence of the target gene is MMMCAATASPAAASSGLGGDGFYPAATFSSSPAPGALFMPVPDGSVAAAGLGLGLPAADSRGHYQLLLSGRALADRYRRIYTAALNDRDQGGGSAGHPASRNKKILNKKKLKRKQKSKSKVKTRSKSENLENTVIIPDIKLHSNPSAFNIYCNVRHCVLEWQKKEISLAAASKNSVQSGESDSDEEEESKEPPIKLPKIIEVGLCEVFELIKETRFSHPSLCLRSLQALLNVLQGQQPEGLQSEPPEVLESLFQLLLEITVRSTGMNDSTGQSLTALSCACLFSLVASWGETGRTLQAIS.... Result: 0 (no interaction).